Dataset: Reaction yield outcomes from USPTO patents with 853,638 reactions. Task: Predict the reaction yield, written as a fraction of the theoretical maximum amount of product (1.0 means a 100% yield; for example, 0.34 means a 34% yield). The reactants are [O:1]=[C:2]1[CH2:11][CH2:10][C:9]2[C:4](=[CH:5][CH:6]=[C:7](B(O)O)[CH:8]=2)[NH:3]1.Br[C:16]1[CH:21]=[CH:20][C:19]([C:22]([F:25])([F:24])[F:23])=[C:18]([N+:26]([O-:28])=[O:27])[CH:17]=1.O. The catalyst is O1CCOCC1.C(=O)([O-])[O-].[K+].[K+].C1C=CC([P]([Pd]([P](C2C=CC=CC=2)(C2C=CC=CC=2)C2C=CC=CC=2)([P](C2C=CC=CC=2)(C2C=CC=CC=2)C2C=CC=CC=2)[P](C2C=CC=CC=2)(C2C=CC=CC=2)C2C=CC=CC=2)(C2C=CC=CC=2)C2C=CC=CC=2)=CC=1. The product is [N+:26]([C:18]1[CH:17]=[C:16]([C:7]2[CH:8]=[C:9]3[C:4](=[CH:5][CH:6]=2)[NH:3][C:2](=[O:1])[CH2:11][CH2:10]3)[CH:21]=[CH:20][C:19]=1[C:22]([F:23])([F:24])[F:25])([O-:28])=[O:27]. The yield is 0.600.